Dataset: Peptide-MHC class I binding affinity with 185,985 pairs from IEDB/IMGT. Task: Regression. Given a peptide amino acid sequence and an MHC pseudo amino acid sequence, predict their binding affinity value. This is MHC class I binding data. The peptide sequence is MLLKGTLFM. The MHC is HLA-B51:01 with pseudo-sequence HLA-B51:01. The binding affinity (normalized) is 0.0847.